This data is from Forward reaction prediction with 1.9M reactions from USPTO patents (1976-2016). The task is: Predict the product of the given reaction. (1) Given the reactants [CH2:1]([C:6]1[N:7]=[C:8]([C:11]#[N:12])[S:9][CH:10]=1)[C:2]([CH3:5])([CH3:4])[CH3:3].[CH3:13][CH2:14][Mg+].[Br-].B(F)(F)F.CCOCC.Cl.[OH-].[Na+], predict the reaction product. The product is: [CH2:1]([C:6]1[N:7]=[C:8]([C:11]2([NH2:12])[CH2:14][CH2:13]2)[S:9][CH:10]=1)[C:2]([CH3:5])([CH3:4])[CH3:3]. (2) Given the reactants [B:1]([C:4]1[CH:9]=[CH:8][C:7]([CH2:10][C:11]([OH:13])=O)=[CH:6][CH:5]=1)([OH:3])[OH:2].C(Cl)(=O)C(Cl)=O.[CH2:20]([NH2:26])[CH2:21][CH2:22][CH2:23][CH2:24][CH3:25].C(N(CC)CC)C, predict the reaction product. The product is: [CH2:20]([NH:26][C:11](=[O:13])[CH2:10][C:7]1[CH:6]=[CH:5][C:4]([B:1]([OH:2])[OH:3])=[CH:9][CH:8]=1)[CH2:21][CH2:22][CH2:23][CH2:24][CH3:25].